This data is from Reaction yield outcomes from USPTO patents with 853,638 reactions. The task is: Predict the reaction yield, written as a fraction of the theoretical maximum amount of product (1.0 means a 100% yield; for example, 0.34 means a 34% yield). (1) The reactants are [NH2:1][C:2]1[C:3]([Br:12])=[C:4]([CH:9]=[CH:10][CH:11]=1)[C:5]([O:7][CH3:8])=[O:6].[O:13]=[C:14]1[CH2:19][C:18](=O)[CH2:17][N:16]([C:21]([O:23][CH2:24][C:25]2[CH:30]=[CH:29][CH:28]=[CH:27][CH:26]=2)=[O:22])[CH2:15]1. The catalyst is C(O)(=O)C. The product is [Br:12][C:3]1[C:4]([C:5]([O:7][CH3:8])=[O:6])=[CH:9][CH:10]=[CH:11][C:2]=1[NH:1][C:18]1[CH2:17][N:16]([C:21]([O:23][CH2:24][C:25]2[CH:30]=[CH:29][CH:28]=[CH:27][CH:26]=2)=[O:22])[CH2:15][C:14](=[O:13])[CH:19]=1. The yield is 0.510. (2) The reactants are C(NC1C=CC(C2C=C3C(=CC=2)C(=O)N([C@@H](C(C)C)C(O)=O)C3)=CC=1)(=O)C1C=CC=CC=1.[C:33]([C:37]1[CH:69]=[CH:68][C:40]([C:41]([NH:43][C:44]2[CH:49]=[CH:48][C:47]([C:50]3[CH:51]=[C:52]4[C:56](=[CH:57][CH:58]=3)[C:55](=[O:59])[N:54]([C@@H:60]([CH:65]([CH3:67])[CH3:66])[C:61]([O:63]C)=[O:62])[CH2:53]4)=[CH:46][CH:45]=2)=[O:42])=[CH:39][CH:38]=1)([CH3:36])([CH3:35])[CH3:34]. No catalyst specified. The product is [C:33]([C:37]1[CH:69]=[CH:68][C:40]([C:41]([NH:43][C:44]2[CH:45]=[CH:46][C:47]([C:50]3[CH:51]=[C:52]4[C:56](=[CH:57][CH:58]=3)[C:55](=[O:59])[N:54]([C@@H:60]([CH:65]([CH3:66])[CH3:67])[C:61]([OH:63])=[O:62])[CH2:53]4)=[CH:48][CH:49]=2)=[O:42])=[CH:39][CH:38]=1)([CH3:35])([CH3:34])[CH3:36]. The yield is 0.760. (3) The reactants are [Cl-].O[NH3+:3].[C:4](=[O:7])([O-])[OH:5].[Na+].CS(C)=O.[F:13][C:14]1[CH:15]=[C:16]([C:46]2[C:47]([C:52]#[N:53])=[CH:48][CH:49]=[CH:50][CH:51]=2)[CH:17]=[CH:18][C:19]=1[CH2:20][C:21]1[C:26](=[O:27])[N:25]([C:28]2[CH:33]=[CH:32][C:31]([O:34][C:35]([CH3:41])([CH3:40])[C:36]([OH:39])([CH3:38])[CH3:37])=[CH:30][CH:29]=2)[C:24]([CH3:42])=[N:23][C:22]=1[CH2:43][CH2:44][CH3:45]. The catalyst is O.C(OCC)(=O)C. The product is [F:13][C:14]1[CH:15]=[C:16]([C:46]2[CH:51]=[CH:50][CH:49]=[CH:48][C:47]=2[C:52]2[NH:3][C:4](=[O:7])[O:5][N:53]=2)[CH:17]=[CH:18][C:19]=1[CH2:20][C:21]1[C:26](=[O:27])[N:25]([C:28]2[CH:33]=[CH:32][C:31]([O:34][C:35]([CH3:41])([CH3:40])[C:36]([OH:39])([CH3:37])[CH3:38])=[CH:30][CH:29]=2)[C:24]([CH3:42])=[N:23][C:22]=1[CH2:43][CH2:44][CH3:45]. The yield is 0.840. (4) The reactants are [C:1]([C:5]1[N:6]([CH3:27])[CH:7]=[C:8]([C:10]2[CH:15]=[CH:14][N:13]=[C:12]3[N:16](OCC[Si](C)(C)C)[C:17](C)=[CH:18][C:11]=23)[N:9]=1)([CH3:4])([CH3:3])[CH3:2].[C:28]([OH:34])([C:30]([F:33])([F:32])[F:31])=[O:29].CO.[NH4+].[OH-]. No catalyst specified. The product is [F:31][C:30]([F:33])([F:32])[C:28]([OH:34])=[O:29].[C:1]([C:5]1[N:6]([CH3:27])[CH:7]=[C:8]([C:10]2[CH:15]=[CH:14][N:13]=[C:12]3[NH:16][CH:17]=[CH:18][C:11]=23)[N:9]=1)([CH3:4])([CH3:2])[CH3:3]. The yield is 0.900. (5) The reactants are [Br:1][C:2]1[CH:3]=[C:4]([OH:9])[C:5]([I:8])=[N:6][CH:7]=1.[CH3:10]N(C=O)C.[H-].[Na+].CI. The catalyst is [NH4+].[Cl-].O.CCOC(C)=O. The product is [Br:1][C:2]1[CH:3]=[C:4]([O:9][CH3:10])[C:5]([I:8])=[N:6][CH:7]=1. The yield is 0.780. (6) The reactants are [CH2:1]([C:8]1[CH:9]=[N:10][C:11]2[C:16]([C:17]=1[CH:18]([C:21]1[CH:26]=[CH:25][CH:24]=[C:23]([O:27]C)[CH:22]=1)C#N)=[CH:15][CH:14]=[CH:13][C:12]=2[C:29]([F:32])([F:31])[F:30])[C:2]1[CH:7]=[CH:6][CH:5]=[CH:4][CH:3]=1.[OH-].[NH4+]. The catalyst is Br.O. The product is [CH2:1]([C:8]1[CH:9]=[N:10][C:11]2[C:16]([C:17]=1[CH2:18][C:21]1[CH:22]=[C:23]([OH:27])[CH:24]=[CH:25][CH:26]=1)=[CH:15][CH:14]=[CH:13][C:12]=2[C:29]([F:31])([F:32])[F:30])[C:2]1[CH:7]=[CH:6][CH:5]=[CH:4][CH:3]=1. The yield is 0.840.